From a dataset of Catalyst prediction with 721,799 reactions and 888 catalyst types from USPTO. Predict which catalyst facilitates the given reaction. (1) Reactant: Br[CH2:2][C:3]([C:5]12[CH2:14][CH:9]3[CH2:10][CH:11]([CH2:13][CH:7]([CH2:8]3)[CH2:6]1)[CH2:12]2)=[O:4].[CH3:15][N:16]1[CH:20]=[N:19][N:18]=[C:17]1[SH:21].C(N(CC)CC)C. Product: [C:5]12([C:3](=[O:4])[CH2:2][S:21][C:17]3[N:16]([CH3:15])[CH:20]=[N:19][N:18]=3)[CH2:14][CH:9]3[CH2:10][CH:11]([CH2:13][CH:7]([CH2:8]3)[CH2:6]1)[CH2:12]2. The catalyst class is: 10. (2) Reactant: [CH3:1][N:2]1[N:11]=[N:10][C:9]2[N:5]([CH:6]=[N:7][C:8]=2[C:12]([NH2:14])=[O:13])[C:3]1=[O:4].Cl.CC(C)=O.C(O)(=O)C. Product: [CH3:1][N:2]1[N:11]=[N:10][C:9]2[N:5]([CH:6]=[N:7][C:8]=2[C:12]([NH2:14])=[O:13])[C:3]1=[O:4]. The catalyst class is: 6. (3) Reactant: [CH3:1][S:2]([OH:5])(=[O:4])=[O:3].[CH2:6]([N:8]([CH2:37][CH3:38])[CH2:9][CH2:10][O:11][C:12]1[CH:13]=[CH:14][C:15]([OH:36])=[C:16]([CH:35]=1)[C:17]([NH:19][C:20]1[CH:28]=[C:27]([C:29]2[CH:34]=[CH:33][CH:32]=[CH:31][CH:30]=2)[CH:26]=[CH:25][C:21]=1[C:22]([OH:24])=[O:23])=[O:18])[CH3:7]. Product: [CH3:1][S:2]([OH:5])(=[O:4])=[O:3].[CH2:37]([N:8]([CH2:6][CH3:7])[CH2:9][CH2:10][O:11][C:12]1[CH:13]=[CH:14][C:15]([OH:36])=[C:16]([CH:35]=1)[C:17]([NH:19][C:20]1[CH:28]=[C:27]([C:29]2[CH:30]=[CH:31][CH:32]=[CH:33][CH:34]=2)[CH:26]=[CH:25][C:21]=1[C:22]([OH:24])=[O:23])=[O:18])[CH3:38]. The catalyst class is: 8. (4) Reactant: [CH2:1]([N:8]1[CH:13]2[CH2:14][CH2:15][CH:9]1[CH2:10][C:11](=O)[CH2:12]2)[C:2]1[CH:7]=[CH:6][CH:5]=[CH:4][CH:3]=1.[Cl-].[NH2:18][OH:19].N1C=CC=CC=1. Product: [CH2:1]([N:8]1[CH:13]2[CH2:14][CH2:15][CH:9]1[CH2:10][C:11](=[N:18][OH:19])[CH2:12]2)[C:2]1[CH:7]=[CH:6][CH:5]=[CH:4][CH:3]=1. The catalyst class is: 412. (5) The catalyst class is: 1. Product: [CH:15]([N:12]1[CH2:13][CH2:14][N:9]([C:7]([C:6]2[CH:18]=[CH:19][C:3]([CH2:1][N:20]3[CH2:25][CH2:24][O:23][CH2:22][CH2:21]3)=[CH:4][CH:5]=2)=[O:8])[CH2:10][CH2:11]1)([CH3:17])[CH3:16]. Reactant: [CH:1]([C:3]1[CH:19]=[CH:18][C:6]([C:7]([N:9]2[CH2:14][CH2:13][N:12]([CH:15]([CH3:17])[CH3:16])[CH2:11][CH2:10]2)=[O:8])=[CH:5][CH:4]=1)=O.[NH:20]1[CH2:25][CH2:24][O:23][CH2:22][CH2:21]1.C(O[BH-](OC(=O)C)OC(=O)C)(=O)C.[Na+].[OH-].[Na+]. (6) Reactant: C[O:2][C:3]1[CH:16]=[CH:15][C:6]2[CH:7]=[C:8]([C:10]([O:12][CH2:13][CH3:14])=[O:11])[S:9][C:5]=2[CH:4]=1.C(Cl)Cl.B(Br)(Br)Br. Product: [OH:2][C:3]1[CH:16]=[CH:15][C:6]2[CH:7]=[C:8]([C:10]([O:12][CH2:13][CH3:14])=[O:11])[S:9][C:5]=2[CH:4]=1. The catalyst class is: 2.